From a dataset of Forward reaction prediction with 1.9M reactions from USPTO patents (1976-2016). Predict the product of the given reaction. (1) Given the reactants C(=O)([O-])[O-].[Cs+].[Cs+].Br[CH2:8][C:9]([O:11][CH2:12][CH3:13])=[O:10].[Si:14]([O:31][C@H:32]([CH3:44])[C@H:33]([NH2:43])[C:34]1[CH:39]=[C:38]([F:40])[C:37]([F:41])=[C:36]([F:42])[CH:35]=1)([C:27]([CH3:30])([CH3:29])[CH3:28])([C:21]1[CH:26]=[CH:25][CH:24]=[CH:23][CH:22]=1)[C:15]1[CH:20]=[CH:19][CH:18]=[CH:17][CH:16]=1.C(OCC)(=O)C, predict the reaction product. The product is: [Si:14]([O:31][C@H:32]([CH3:44])[C@H:33]([NH:43][CH2:8][C:9]([O:11][CH2:12][CH3:13])=[O:10])[C:34]1[CH:39]=[C:38]([F:40])[C:37]([F:41])=[C:36]([F:42])[CH:35]=1)([C:27]([CH3:28])([CH3:29])[CH3:30])([C:21]1[CH:26]=[CH:25][CH:24]=[CH:23][CH:22]=1)[C:15]1[CH:16]=[CH:17][CH:18]=[CH:19][CH:20]=1. (2) Given the reactants [Si]([O:8][CH:9]([C:22]1[O:23][C:24]([C:27]2[CH:28]=[C:29]([OH:33])[CH:30]=[CH:31][CH:32]=2)=[CH:25][N:26]=1)[CH2:10][CH2:11][CH2:12][CH2:13][CH2:14][CH2:15][C:16]1[CH:21]=[CH:20][CH:19]=[CH:18][CH:17]=1)(C(C)(C)C)(C)C, predict the reaction product. The product is: [OH:33][C:29]1[CH:28]=[C:27]([C:24]2[O:23][C:22]([C:9](=[O:8])[CH2:10][CH2:11][CH2:12][CH2:13][CH2:14][CH2:15][C:16]3[CH:17]=[CH:18][CH:19]=[CH:20][CH:21]=3)=[N:26][CH:25]=2)[CH:32]=[CH:31][CH:30]=1. (3) Given the reactants C1(O)C=CC=CC=1.[OH:8][C@@H:9]([C:20]1[CH:25]=[CH:24][CH:23]=[C:22]([OH:26])[CH:21]=1)[CH2:10][CH2:11][NH:12][C:13](=[O:19])[O:14][C:15]([CH3:18])([CH3:17])[CH3:16].C([O-])([O-])=O.[K+].[K+].CS(O[CH2:38][C:39]1[CH:44]=[CH:43][CH:42]=[C:41]([CH3:45])[N:40]=1)(=O)=O, predict the reaction product. The product is: [OH:8][C@@H:9]([C:20]1[CH:25]=[CH:24][CH:23]=[C:22]([O:26][CH2:38][C:39]2[CH:44]=[CH:43][CH:42]=[C:41]([CH3:45])[N:40]=2)[CH:21]=1)[CH2:10][CH2:11][NH:12][C:13](=[O:19])[O:14][C:15]([CH3:18])([CH3:17])[CH3:16]. (4) The product is: [CH3:29][Si:28]([CH3:30])([CH3:31])[CH2:27][CH2:26][O:25][CH2:24][N:7]([CH2:6][O:5][CH2:4][CH2:3][Si:2]([CH3:32])([CH3:1])[CH3:33])[C:8]1[N:13]2[N:14]=[CH:15][CH:16]=[C:12]2[N:11]=[C:10]([CH:17]2[CH2:18][CH2:19][C:20](=[O:23])[CH2:22]2)[CH:9]=1. Given the reactants [CH3:1][Si:2]([CH3:33])([CH3:32])[CH2:3][CH2:4][O:5][CH2:6][N:7]([CH2:24][O:25][CH2:26][CH2:27][Si:28]([CH3:31])([CH3:30])[CH3:29])[C:8]1[N:13]2[N:14]=[CH:15][CH:16]=[C:12]2[N:11]=[C:10]([CH:17]2[CH2:22]C[C:20](=[O:23])[CH2:19][CH2:18]2)[CH:9]=1.NC1N2N=CC=C2N=C(C2CCC(=O)C2)C=1.NC1N2N=CC=C2N=C(C2CCC(=O)CC2)C=1, predict the reaction product. (5) Given the reactants Cl[C:2]1[N:7]=[C:6]([N:8]2[CH2:13][CH2:12][O:11][CH2:10][C@H:9]2[CH3:14])[CH:5]=[C:4]([C:15]2([S:21]([CH2:24][CH3:25])(=[O:23])=[O:22])[CH2:20][CH2:19][O:18][CH2:17][CH2:16]2)[N:3]=1.C(=O)([O-])[O-].[Na+].[Na+].[NH:32]1[C:40]2[C:35](=[C:36](B(O)O)[CH:37]=[CH:38][CH:39]=2)[CH:34]=[CH:33]1, predict the reaction product. The product is: [CH2:24]([S:21]([C:15]1([C:4]2[CH:5]=[C:6]([N:8]3[CH2:13][CH2:12][O:11][CH2:10][C@H:9]3[CH3:14])[N:7]=[C:2]([C:36]3[CH:37]=[CH:38][CH:39]=[C:40]4[C:35]=3[CH:34]=[CH:33][NH:32]4)[N:3]=2)[CH2:20][CH2:19][O:18][CH2:17][CH2:16]1)(=[O:23])=[O:22])[CH3:25]. (6) Given the reactants [CH3:1][C:2]1[N:3]=[C:4]([C:18]2[CH:19]=[N:20][CH:21]=[CH:22][CH:23]=2)[S:5][C:6]=1[C:7]1[CH:16]=[CH:15][C:14]2[CH2:13][CH2:12][CH2:11][C:10](=O)[C:9]=2[N:8]=1.Cl.[NH2:25][NH:26][C:27](=[O:30])[O:28][CH3:29], predict the reaction product. The product is: [CH3:1][C:2]1[N:3]=[C:4]([C:18]2[CH:19]=[N:20][CH:21]=[CH:22][CH:23]=2)[S:5][C:6]=1[C:7]1[CH:16]=[CH:15][C:14]2[CH2:13][CH2:12][CH2:11]/[C:10](=[N:25]\[NH:26][C:27](=[O:30])[O:28][CH3:29])/[C:9]=2[N:8]=1. (7) Given the reactants [N:1]1([C:6]2N=[CH:10][C:9]([CH2:12][C:13]([OH:15])=O)=[CH:8][CH:7]=2)[CH:5]=[N:4][N:3]=[N:2]1.Cl.[CH3:17]N(C)CCCN=C=NCC.O.N1(O)C2C=CC=CC=2N=N1.[Cl-].[O:40]=[C:41]1[C:50]2[C:45](=[CH:46][C:47]([C@H:51]3[O:56][CH2:55][C@@H:54]4[CH2:57][NH2+:58][CH2:59][CH2:60][N:53]4[CH2:52]3)=[CH:48][CH:49]=2)[CH2:44][CH2:43][O:42]1.CN1CCOCC1, predict the reaction product. The product is: [N:1]1([C:6]2[CH:7]=[CH:8][C:9]([CH2:12][C:13]([N:58]3[CH2:59][CH2:60][N:53]4[C@H:54]([CH2:55][O:56][C@H:51]([C:47]5[CH:46]=[C:45]6[C:50](=[CH:49][CH:48]=5)[C:41](=[O:40])[O:42][CH2:43][CH2:44]6)[CH2:52]4)[CH2:57]3)=[O:15])=[CH:10][CH:17]=2)[CH:5]=[N:4][N:3]=[N:2]1. (8) Given the reactants [C:1]([N:5]1[C:9]([C:10]2[CH:15]=[CH:14][CH:13]=[CH:12][CH:11]=2)=[CH:8][C:7]([CH2:16][CH2:17][CH:18]=O)=[N:6]1)([CH3:4])([CH3:3])[CH3:2].[F:20][C:21]1[CH:26]=[CH:25][CH:24]=[CH:23][C:22]=1[N:27]1[CH2:32][CH2:31][NH:30][CH2:29][CH2:28]1.CCN(C(C)C)C(C)C.[BH-](OC(C)=O)(OC(C)=O)OC(C)=O.[Na+], predict the reaction product. The product is: [C:1]([N:5]1[C:9]([C:10]2[CH:15]=[CH:14][CH:13]=[CH:12][CH:11]=2)=[CH:8][C:7]([CH2:16][CH2:17][CH2:18][N:30]2[CH2:29][CH2:28][N:27]([C:22]3[CH:23]=[CH:24][CH:25]=[CH:26][C:21]=3[F:20])[CH2:32][CH2:31]2)=[N:6]1)([CH3:4])([CH3:3])[CH3:2]. (9) Given the reactants [Cl:1][C:2]1[CH:7]=[C:6]([N:8]=[C:9]=[S:10])[CH:5]=[C:4]([Cl:11])[CH:3]=1.[C:12]([NH-:14])#[N:13].[Na+].[CH3:16]I, predict the reaction product. The product is: [C:12]([NH:14][C:9](=[N:8][C:6]1[CH:7]=[C:2]([Cl:1])[CH:3]=[C:4]([Cl:11])[CH:5]=1)[S:10][CH3:16])#[N:13].